Dataset: Catalyst prediction with 721,799 reactions and 888 catalyst types from USPTO. Task: Predict which catalyst facilitates the given reaction. (1) Reactant: C([O:5][C:6]([C:8]1[CH:13]=[CH:12][C:11]([C:14]2[CH:19]=[C:18]([Cl:20])[C:17]([CH2:21][C@@H:22]3[CH2:26][CH2:25][N:24]([N:27]4[CH2:32][CH2:31][O:30][CH2:29][CH2:28]4)[C:23]3=[O:33])=[C:16]([Cl:34])[CH:15]=2)=[CH:10][CH:9]=1)=[O:7])(C)(C)C.[C:35]([OH:41])([C:37]([F:40])([F:39])[F:38])=[O:36]. Product: [F:38][C:37]([F:40])([F:39])[C:35]([OH:41])=[O:36].[Cl:34][C:16]1[CH:15]=[C:14]([C:11]2[CH:12]=[CH:13][C:8]([C:6]([OH:7])=[O:5])=[CH:9][CH:10]=2)[CH:19]=[C:18]([Cl:20])[C:17]=1[CH2:21][C@@H:22]1[CH2:26][CH2:25][N:24]([N:27]2[CH2:32][CH2:31][O:30][CH2:29][CH2:28]2)[C:23]1=[O:33]. The catalyst class is: 4. (2) The catalyst class is: 5. Product: [ClH:50].[ClH:50].[NH2:7][C@@H:8]1[CH2:12][CH2:11][N:10]([C:13]2[N:21]=[C:20]3[C:16]([N:17]=[CH:18][N:19]3[C@@H:22]3[CH2:26][C@H:25]([NH:27][C:28](=[O:31])[CH2:29][CH3:30])[C@@H:24]([OH:32])[C@H:23]3[OH:33])=[C:15]([NH:34][CH2:35][CH:36]([C:43]3[CH:44]=[CH:45][CH:46]=[CH:47][CH:48]=3)[C:37]3[CH:38]=[CH:39][CH:40]=[CH:41][CH:42]=3)[N:14]=2)[CH2:9]1. Reactant: C(OC(=O)[NH:7][C@@H:8]1[CH2:12][CH2:11][N:10]([C:13]2[N:21]=[C:20]3[C:16]([N:17]=[CH:18][N:19]3[C@@H:22]3[CH2:26][C@H:25]([NH:27][C:28](=[O:31])[CH2:29][CH3:30])[C@@H:24]([OH:32])[C@H:23]3[OH:33])=[C:15]([NH:34][CH2:35][CH:36]([C:43]3[CH:48]=[CH:47][CH:46]=[CH:45][CH:44]=3)[C:37]3[CH:42]=[CH:41][CH:40]=[CH:39][CH:38]=3)[N:14]=2)[CH2:9]1)(C)(C)C.[ClH:50].